From a dataset of Catalyst prediction with 721,799 reactions and 888 catalyst types from USPTO. Predict which catalyst facilitates the given reaction. (1) Reactant: FC(F)(F)C(O)=O.[Cl:8][C:9]1[CH:14]=[CH:13][C:12]([C:15]2[CH2:20][CH2:19][N:18]([C@H:21]3[CH2:26][CH2:25][CH2:24][N:23](C(OC(C)(C)C)=O)[CH2:22]3)[CH2:17][CH:16]=2)=[CH:11][C:10]=1[NH:34][C@@H:35]([C:37]1[CH:42]=[CH:41][C:40]([Cl:43])=[CH:39][C:38]=1[Cl:44])[CH3:36]. Product: [Cl:8][C:9]1[CH:14]=[CH:13][C:12]([C:15]2[CH2:20][CH2:19][N:18]([C@H:21]3[CH2:26][CH2:25][CH2:24][NH:23][CH2:22]3)[CH2:17][CH:16]=2)=[CH:11][C:10]=1[NH:34][C@@H:35]([C:37]1[CH:42]=[CH:41][C:40]([Cl:43])=[CH:39][C:38]=1[Cl:44])[CH3:36]. The catalyst class is: 4. (2) Reactant: [C:1]([C:7]1[CH:18]=[CH:17][CH:16]=[CH:15][C:8]=1[C:9](N(C)OC)=[O:10])#[C:2][CH2:3][CH2:4][CH2:5][CH3:6].[CH3:19][O:20][C:21]1[CH:29]=[CH:28][C:24]([CH2:25][Mg]Cl)=[CH:23][CH:22]=1. The catalyst class is: 1. Product: [C:1]([C:7]1[CH:18]=[CH:17][CH:16]=[CH:15][C:8]=1[C:9](=[O:10])[CH2:25][C:24]1[CH:28]=[CH:29][C:21]([O:20][CH3:19])=[CH:22][CH:23]=1)#[C:2][CH2:3][CH2:4][CH2:5][CH3:6]. (3) Reactant: C(NC(C)C)(C)C.C([Li])CCC.[Cl:13][C:14]1[CH:15]=[N:16][CH:17]=[CH:18][CH:19]=1.[F:20][C:21]1[CH:28]=[CH:27][C:26]([F:29])=[CH:25][C:22]=1[CH:23]=[O:24].[Cl-].[NH4+]. Product: [Cl:13][C:14]1[CH:15]=[N:16][CH:17]=[CH:18][C:19]=1[CH:23]([C:22]1[CH:25]=[C:26]([F:29])[CH:27]=[CH:28][C:21]=1[F:20])[OH:24]. The catalyst class is: 362. (4) Product: [NH2:1][C:2]1[CH:21]=[CH:20][C:5]([O:6][C:7]2[C:16]3[C:11](=[CH:12][C:13]([O:19][CH2:35][C@H:36]4[CH2:38][O:37]4)=[C:14]([C:17]#[N:18])[CH:15]=3)[N:10]=[CH:9][CH:8]=2)=[CH:4][CH:3]=1. Reactant: [NH2:1][C:2]1[CH:21]=[CH:20][C:5]([O:6][C:7]2[C:16]3[C:11](=[CH:12][C:13]([OH:19])=[C:14]([C:17]#[N:18])[CH:15]=3)[N:10]=[CH:9][CH:8]=2)=[CH:4][CH:3]=1.[H-].[Na+].CC1C=CC(S(O[CH2:35][C@H:36]2[CH2:38][O:37]2)(=O)=O)=CC=1.C(OCC)(=O)C. The catalyst class is: 35. (5) Reactant: C(=O)([O-])[O-].[K+].[K+].[CH3:7][N:8]1[CH2:13][CH2:12][NH:11][CH2:10][CH2:9]1.Cl[C:15]1[CH:20]=[C:19]([O:21][CH:22]([CH3:24])[CH3:23])[C:18]([N+:25]([O-:27])=[O:26])=[CH:17][N:16]=1.O. Product: [CH3:7][N:8]1[CH2:13][CH2:12][N:11]([C:15]2[CH:20]=[C:19]([O:21][CH:22]([CH3:23])[CH3:24])[C:18]([N+:25]([O-:27])=[O:26])=[CH:17][N:16]=2)[CH2:10][CH2:9]1. The catalyst class is: 16. (6) Reactant: [CH:1]([C:4]1[C:5]([O:33][CH2:34][O:35][CH3:36])=[CH:6][C:7]([O:29][CH2:30][O:31][CH3:32])=[C:8]([C:10]2[N:11]([C:16]3[CH:21]=[CH:20][C:19]([CH2:22][N:23]4[CH2:28][CH2:27][O:26][CH2:25][CH2:24]4)=[CH:18][CH:17]=3)[C:12](=[S:15])[NH:13][N:14]=2)[CH:9]=1)([CH3:3])[CH3:2].[C:37](=O)([O-])[O-].[K+].[K+].CI. Product: [CH:1]([C:4]1[C:5]([O:33][CH2:34][O:35][CH3:36])=[CH:6][C:7]([O:29][CH2:30][O:31][CH3:32])=[C:8]([C:10]2[N:11]([C:16]3[CH:17]=[CH:18][C:19]([CH2:22][N:23]4[CH2:28][CH2:27][O:26][CH2:25][CH2:24]4)=[CH:20][CH:21]=3)[C:12]([S:15][CH3:37])=[N:13][N:14]=2)[CH:9]=1)([CH3:3])[CH3:2]. The catalyst class is: 8. (7) Reactant: [F:1][C:2]1([F:33])[O:6][C:5]2[CH:7]=[CH:8][C:9]([C:11]3([C:14]([NH:16][C:17]4[N:22]=[C:21]([C:23]5[C:24]([O:30]C)=[N:25][CH:26]=[C:27]([F:29])[CH:28]=5)[C:20]([CH3:32])=[CH:19][CH:18]=4)=[O:15])[CH2:13][CH2:12]3)=[CH:10][C:4]=2[O:3]1.I[Si](C)(C)C. Product: [F:33][C:2]1([F:1])[O:6][C:5]2[CH:7]=[CH:8][C:9]([C:11]3([C:14]([NH:16][C:17]4[CH:18]=[CH:19][C:20]([CH3:32])=[C:21]([C:23]5[C:24](=[O:30])[NH:25][CH:26]=[C:27]([F:29])[CH:28]=5)[N:22]=4)=[O:15])[CH2:12][CH2:13]3)=[CH:10][C:4]=2[O:3]1. The catalyst class is: 22.